Regression. Given a peptide amino acid sequence and an MHC pseudo amino acid sequence, predict their binding affinity value. This is MHC class I binding data. From a dataset of Peptide-MHC class I binding affinity with 185,985 pairs from IEDB/IMGT. (1) The peptide sequence is AYISKEATTPV. The MHC is Patr-A0901 with pseudo-sequence Patr-A0901. The binding affinity (normalized) is 0.929. (2) The peptide sequence is ARVAASLAK. The MHC is HLA-A02:19 with pseudo-sequence HLA-A02:19. The binding affinity (normalized) is 0.0847. (3) The peptide sequence is LQIPFAMQM. The MHC is HLA-B15:01 with pseudo-sequence HLA-B15:01. The binding affinity (normalized) is 0.520. (4) The peptide sequence is VQTAPGTFK. The MHC is HLA-A11:01 with pseudo-sequence HLA-A11:01. The binding affinity (normalized) is 0.550. (5) The peptide sequence is YFPDWQNYT. The MHC is HLA-A26:01 with pseudo-sequence HLA-A26:01. The binding affinity (normalized) is 0. (6) The peptide sequence is LNRIYRFL. The MHC is H-2-Kb with pseudo-sequence H-2-Kb. The binding affinity (normalized) is 0.635. (7) The peptide sequence is FQAAESNERY. The binding affinity (normalized) is 0.159. The MHC is HLA-A01:01 with pseudo-sequence HLA-A01:01.